This data is from Forward reaction prediction with 1.9M reactions from USPTO patents (1976-2016). The task is: Predict the product of the given reaction. (1) Given the reactants [CH3:1][O:2][N:3]1[CH2:8][CH2:7][C:6](=[N:9][OH:10])[CH2:5][CH2:4]1.P([O-])(O)(O)=O.[K+].[C-:17]#[N:18].[K+], predict the reaction product. The product is: [OH:10][NH:9][C:6]1([C:17]#[N:18])[CH2:7][CH2:8][N:3]([O:2][CH3:1])[CH2:4][CH2:5]1. (2) Given the reactants [N+:1]([C:4]1[O:8][C:7]([C:9](Cl)=[O:10])=[CH:6][CH:5]=1)([O-:3])=[O:2].[NH:12]([C:14]1[S:15][C:16]2[CH:22]=[C:21]([O:23][CH2:24][F:25])[CH:20]=[CH:19][C:17]=2[N:18]=1)[NH2:13], predict the reaction product. The product is: [F:25][CH2:24][O:23][C:21]1[CH:20]=[CH:19][C:17]2[N:18]=[C:14]([NH:12][NH:13][C:9]([C:7]3[O:8][C:4]([N+:1]([O-:3])=[O:2])=[CH:5][CH:6]=3)=[O:10])[S:15][C:16]=2[CH:22]=1.